Dataset: Reaction yield outcomes from USPTO patents with 853,638 reactions. Task: Predict the reaction yield, written as a fraction of the theoretical maximum amount of product (1.0 means a 100% yield; for example, 0.34 means a 34% yield). (1) The reactants are [Br:1][C:2]1[CH:7]=[CH:6][C:5]([C:8](=O)[CH3:9])=[CH:4][CH:3]=1.[C:11]([O-])([O-])=O.[K+].[K+].[C:30]1(P(=O)([C:30]2[CH:35]=[CH:34][CH:33]=[CH:32][CH:31]=2)[C:30]2[CH:35]=[CH:34][CH:33]=[CH:32][CH:31]=2)[CH:35]=[CH:34][CH:33]=[CH:32][CH:31]=1.[PH4+]. The catalyst is [Cl-].C([P+](C1C=CC=CC=1)(C1C=CC=CC=1)C1C=CC=CC=1)C1C=CC=CC=1.CCCCCC.C1(C)C=CC=CC=1. The product is [Br:1][C:2]1[CH:7]=[CH:6][C:5]([C:8]([CH3:9])=[CH:11][C:30]2[CH:31]=[CH:32][CH:33]=[CH:34][CH:35]=2)=[CH:4][CH:3]=1. The yield is 0.700. (2) The reactants are Br[C:2]1[C:7]([N:8]([CH2:23][O:24][CH3:25])[S:9]([C:12]2[CH:17]=[CH:16][C:15]([Cl:18])=[C:14]([C:19]([F:22])([F:21])[F:20])[CH:13]=2)(=[O:11])=[O:10])=[CH:6][C:5]([Cl:26])=[CH:4][N:3]=1.C([Mg]Cl)(C)C.[CH3:32][O:33][C:34]1[N:45]=[CH:44][CH:43]=[CH:42][C:35]=1[C:36](N(OC)C)=[O:37]. The catalyst is C1COCC1. The product is [Cl:18][C:15]1[CH:16]=[CH:17][C:12]([S:9]([N:8]([C:7]2[C:2]([C:36]([C:35]3[C:34]([O:33][CH3:32])=[N:45][CH:44]=[CH:43][CH:42]=3)=[O:37])=[N:3][CH:4]=[C:5]([Cl:26])[CH:6]=2)[CH2:23][O:24][CH3:25])(=[O:11])=[O:10])=[CH:13][C:14]=1[C:19]([F:22])([F:21])[F:20]. The yield is 0.292. (3) The reactants are [F:1][C:2]1[CH:3]=[C:4]([C:9]2[C:10](=[O:24])[N:11]([CH3:23])[C:12]([NH:15][C:16]3[CH:21]=[CH:20][C:19]([F:22])=[CH:18][CH:17]=3)=[N:13][CH:14]=2)[CH:5]=[CH:6][C:7]=1[OH:8].[CH3:25][O:26][C:27]1[CH:44]=[CH:43][C:30]([CH2:31][N:32]2[C:36]3=[N:37][CH:38]=[CH:39][C:40](Cl)=[C:35]3[C:34]([CH3:42])=[N:33]2)=[CH:29][CH:28]=1.CC([O-])(C)C.[K+].C(=O)([O-])[O-].[K+].[K+]. The catalyst is CN(C=O)C.C1COCC1. The product is [F:1][C:2]1[CH:3]=[C:4]([C:9]2[C:10](=[O:24])[N:11]([CH3:23])[C:12]([NH:15][C:16]3[CH:21]=[CH:20][C:19]([F:22])=[CH:18][CH:17]=3)=[N:13][CH:14]=2)[CH:5]=[CH:6][C:7]=1[O:8][C:40]1[CH:39]=[CH:38][N:37]=[C:36]2[N:32]([CH2:31][C:30]3[CH:29]=[CH:28][C:27]([O:26][CH3:25])=[CH:44][CH:43]=3)[N:33]=[C:34]([CH3:42])[C:35]=12. The yield is 0.110.